Task: Predict the product of the given reaction.. Dataset: Forward reaction prediction with 1.9M reactions from USPTO patents (1976-2016) (1) The product is: [Br:1][C:2]1[CH:10]=[CH:9][CH:8]=[CH:7][C:3]=1[CH2:4][CH2:5][NH:6][C:19](=[O:20])[O:21][CH3:22]. Given the reactants [Br:1][C:2]1[CH:10]=[CH:9][CH:8]=[CH:7][C:3]=1[CH2:4][CH2:5][NH2:6].C(N(CC)CC)C.Cl[C:19]([O:21][CH3:22])=[O:20].Cl, predict the reaction product. (2) Given the reactants [Cl:1][C:2]1[CH:3]=[C:4]([C:9]2[N:13]([C:14]3[CH:15]=[N:16][CH:17]=[CH:18][CH:19]=3)[N:12]=[C:11]([C:20]([OH:22])=O)[CH:10]=2)[CH:5]=[C:6]([F:8])[CH:7]=1.[S:23]1[CH2:27][CH2:26][NH:25][CH2:24]1, predict the reaction product. The product is: [Cl:1][C:2]1[CH:3]=[C:4]([C:9]2[N:13]([C:14]3[CH:15]=[N:16][CH:17]=[CH:18][CH:19]=3)[N:12]=[C:11]([C:20]([N:25]3[CH2:26][CH2:27][S:23][CH2:24]3)=[O:22])[CH:10]=2)[CH:5]=[C:6]([F:8])[CH:7]=1. (3) The product is: [NH2:6][C:7]1[C:15]2[C:14]([C:16]3[CH:21]=[CH:20][CH:19]=[C:18]([NH2:22])[CH:17]=3)=[N:13][CH:12]=[N:11][C:10]=2[S:9][C:8]=1[C:25]([NH2:27])=[O:26]. Given the reactants [Sn](Cl)(Cl)(Cl)Cl.[NH2:6][C:7]1[C:15]2[C:14]([C:16]3[CH:21]=[CH:20][CH:19]=[C:18]([N+:22]([O-])=O)[CH:17]=3)=[N:13][CH:12]=[N:11][C:10]=2[S:9][C:8]=1[C:25]([NH2:27])=[O:26], predict the reaction product.